This data is from Catalyst prediction with 721,799 reactions and 888 catalyst types from USPTO. The task is: Predict which catalyst facilitates the given reaction. (1) Reactant: S(=O)(=O)(O)O.[Cl:6][C:7]1[C:8]([F:37])=[C:9]([NH:13][C:14]2[C:23]3[C:18](=[CH:19][C:20]([O:35][CH3:36])=[C:21]([O:24][CH:25]4[CH2:34][CH2:33][C:28]5(OCC[O:29]5)[CH2:27][CH2:26]4)[CH:22]=3)[N:17]=[CH:16][N:15]=2)[CH:10]=[CH:11][CH:12]=1.[OH-].[Na+]. Product: [Cl:6][C:7]1[C:8]([F:37])=[C:9]([NH:13][C:14]2[C:23]3[C:18](=[CH:19][C:20]([O:35][CH3:36])=[C:21]([O:24][CH:25]4[CH2:34][CH2:33][C:28](=[O:29])[CH2:27][CH2:26]4)[CH:22]=3)[N:17]=[CH:16][N:15]=2)[CH:10]=[CH:11][CH:12]=1. The catalyst class is: 7. (2) Reactant: C(=O)([O-])[O-].[Cs+].[Cs+].Cl[C:8]1[CH:17]=[CH:16][C:15]2[C:10](=[CH:11][CH:12]=[CH:13][CH:14]=2)[N:9]=1.Cl.[NH:19]1[CH2:22][CH:21]([NH:23][C:24](=[O:30])[O:25][C:26]([CH3:29])([CH3:28])[CH3:27])[CH2:20]1. Product: [N:9]1[C:10]2[C:15](=[CH:14][CH:13]=[CH:12][CH:11]=2)[CH:16]=[CH:17][C:8]=1[N:19]1[CH2:22][CH:21]([NH:23][C:24](=[O:30])[O:25][C:26]([CH3:28])([CH3:27])[CH3:29])[CH2:20]1. The catalyst class is: 35.